From a dataset of Forward reaction prediction with 1.9M reactions from USPTO patents (1976-2016). Predict the product of the given reaction. (1) Given the reactants FC(F)(F)C(O)=O.C[O:9][C:10](=[O:45])[C:11]1[CH:16]=[CH:15][C:14]([C:17]2[C:18]([NH2:44])=[N:19][CH:20]=[N:21][C:22]=2[N:23]2[CH2:28][CH2:27][N:26]([CH:29]([C:34]3[CH:39]=[CH:38][C:37]([C:40]([F:43])([F:42])[F:41])=[CH:36][CH:35]=3)[CH2:30][N:31]([CH3:33])[CH3:32])[CH2:25][CH2:24]2)=[CH:13][CH:12]=1.O.O.[OH-].[Li+], predict the reaction product. The product is: [NH2:44][C:18]1[C:17]([C:14]2[CH:13]=[CH:12][C:11]([C:10]([OH:45])=[O:9])=[CH:16][CH:15]=2)=[C:22]([N:23]2[CH2:24][CH2:25][N:26]([CH:29]([C:34]3[CH:35]=[CH:36][C:37]([C:40]([F:43])([F:42])[F:41])=[CH:38][CH:39]=3)[CH2:30][N:31]([CH3:33])[CH3:32])[CH2:27][CH2:28]2)[N:21]=[CH:20][N:19]=1. (2) The product is: [CH3:14][C:11]1[CH:10]=[C:9]2[C:8](=[CH:13][CH:12]=1)[CH:16]=[N:5][CH:4]=[CH:3]2. Given the reactants CO[CH:3](OC)[CH2:4][NH2:5].[C:8]1([CH3:16])[CH:13]=[CH:12][C:11]([CH:14]=O)=[CH:10][CH:9]=1.ClC(OCC)=O.P(OCC)(OCC)OCC.O.O.O.O.C(C(C(C([O-])=O)O)O)([O-])=O.[Na+].[K+].[OH-].[NH4+], predict the reaction product. (3) Given the reactants C([O:5][C:6](=[O:37])[CH2:7][CH2:8][NH:9][CH2:10][C:11]1[CH:36]=[CH:35][C:14]2[S:15][C:16]([C:19]3[CH:24]=[CH:23][C:22]([C:25]4[CH:30]=[CH:29][CH:28]=[CH:27][CH:26]=4)=[C:21]([C:31]([F:34])([F:33])[F:32])[CH:20]=3)=[C:17]([Cl:18])[C:13]=2[CH:12]=1)(C)(C)C, predict the reaction product. The product is: [Cl:18][C:17]1[C:13]2[CH:12]=[C:11]([CH2:10][NH:9][CH2:8][CH2:7][C:6]([OH:37])=[O:5])[CH:36]=[CH:35][C:14]=2[S:15][C:16]=1[C:19]1[CH:24]=[CH:23][C:22]([C:25]2[CH:26]=[CH:27][CH:28]=[CH:29][CH:30]=2)=[C:21]([C:31]([F:33])([F:32])[F:34])[CH:20]=1. (4) Given the reactants C(Cl)Cl.[CH2:4]([Mg]Br)[C:5]([CH3:8])([CH3:7])[CH3:6].I[C:12]1[CH:13]=[C:14]2[C:19](=[CH:20][CH:21]=1)[O:18][CH2:17][CH2:16][CH:15]2[OH:22], predict the reaction product. The product is: [CH2:4]([C:12]1[CH:13]=[C:14]2[C:19](=[CH:20][CH:21]=1)[O:18][CH2:17][CH:16]=[C:15]2[OH:22])[C:5]([CH3:8])([CH3:7])[CH3:6]. (5) Given the reactants [Al+3].[Cl-].[Cl-].[Cl-].[Cl-].[CH3:6][O:7][C:8](=[O:18])[C:9]1[CH:17]=[CH:16][C:12]([C:13]([OH:15])=O)=[CH:11][CH:10]=1.[CH3:19][O:20][C:21]([C:23]1[CH:24]=[C:25]2[C:29](=[CH:30][CH:31]=1)[NH:28][CH:27]=[CH:26]2)=[O:22].O, predict the reaction product. The product is: [CH3:19][O:20][C:21]([C:23]1[CH:24]=[C:25]2[C:29](=[CH:30][CH:31]=1)[NH:28][CH:27]=[C:26]2[C:13](=[O:15])[C:12]1[CH:11]=[CH:10][C:9]([C:8]([O:7][CH3:6])=[O:18])=[CH:17][CH:16]=1)=[O:22]. (6) Given the reactants [F:1][C:2]1[CH:12]=[C:11]([C:13]2[CH:18]=[CH:17][C:16]([O:19][CH2:20][CH:21]3[CH2:26][CH2:25][N:24]([CH2:27][C:28]([F:31])([CH3:30])[CH3:29])[CH2:23][CH2:22]3)=[CH:15][N:14]=2)[CH:10]=[CH:9][C:3]=1[C:4]([O:6]CC)=[O:5].O[Li].O.Cl, predict the reaction product. The product is: [F:1][C:2]1[CH:12]=[C:11]([C:13]2[CH:18]=[CH:17][C:16]([O:19][CH2:20][CH:21]3[CH2:26][CH2:25][N:24]([CH2:27][C:28]([F:31])([CH3:29])[CH3:30])[CH2:23][CH2:22]3)=[CH:15][N:14]=2)[CH:10]=[CH:9][C:3]=1[C:4]([OH:6])=[O:5]. (7) Given the reactants Cl.[F:2][C:3]([F:20])([F:19])[C:4]1[CH:9]=[CH:8][C:7]([C:10]2[CH:15]=[CH:14][CH:13]=[C:12]([C@@H:16]([NH2:18])[CH3:17])[CH:11]=2)=[CH:6][CH:5]=1.[F:21][C:22]1[CH:27]=[CH:26][C:25]([S:28]([N:31]2[CH2:35][CH2:34][CH2:33][C@H:32]2[C:36](O)=[O:37])(=[O:30])=[O:29])=[CH:24][CH:23]=1.ON1C2C=CC=CC=2N=N1.CCN(CC)CC, predict the reaction product. The product is: [F:2][C:3]([F:19])([F:20])[C:4]1[CH:5]=[CH:6][C:7]([C:10]2[CH:15]=[CH:14][CH:13]=[C:12]([C@@H:16]([NH:18][C:36]([C@@H:32]3[CH2:33][CH2:34][CH2:35][N:31]3[S:28]([C:25]3[CH:26]=[CH:27][C:22]([F:21])=[CH:23][CH:24]=3)(=[O:30])=[O:29])=[O:37])[CH3:17])[CH:11]=2)=[CH:8][CH:9]=1. (8) Given the reactants [CH2:1]([O:3][C:4](=[O:25])[NH:5][C:6]1[CH:7]=[C:8]2[CH2:16][CH2:15][CH2:14][CH2:13][CH:12]([O:17][Si:18]([C:21]([CH3:24])([CH3:23])[CH3:22])([CH3:20])[CH3:19])[C:9]2=[N:10][CH:11]=1)[CH3:2].CO.CC(C)([O-])C.[Li+].C(O[C@@H]([CH2:41][NH:42][C:43](=[O:45])[CH3:44])CCl)(=O)C, predict the reaction product. The product is: [C:21]([Si:18]([CH3:20])([CH3:19])[O:17][CH:12]1[C:9]2=[N:10][CH:11]=[C:6]([N:5]3[CH2:2][C@H:1]([CH2:41][NH:42][C:43](=[O:45])[CH3:44])[O:3][C:4]3=[O:25])[CH:7]=[C:8]2[CH2:16][CH2:15][CH2:14][CH2:13]1)([CH3:24])([CH3:23])[CH3:22].